This data is from Full USPTO retrosynthesis dataset with 1.9M reactions from patents (1976-2016). The task is: Predict the reactants needed to synthesize the given product. (1) Given the product [O:1]=[C:2]1[N:11]([C@@H:12]([CH2:16][CH:17]([CH3:19])[CH3:18])[C:13]([NH:21][C:22]2[S:23][CH:24]=[CH:25][N:26]=2)=[O:15])[C:10](=[O:20])[C:9]2[C:4](=[CH:5][CH:6]=[CH:7][CH:8]=2)[NH:3]1, predict the reactants needed to synthesize it. The reactants are: [O:1]=[C:2]1[N:11]([C@@H:12]([CH2:16][CH:17]([CH3:19])[CH3:18])[C:13]([OH:15])=O)[C:10](=[O:20])[C:9]2[C:4](=[CH:5][CH:6]=[CH:7][CH:8]=2)[NH:3]1.[NH2:21][C:22]1[S:23][CH:24]=[CH:25][N:26]=1.CN(C(ON1N=NC2C=CC=CC1=2)=[N+](C)C)C.F[P-](F)(F)(F)(F)F.CCN(CC)CC. (2) The reactants are: [F:1][C:2]1[CH:7]=[C:6](B2OC(C)(C)C(C)(C)O2)[CH:5]=[CH:4][C:3]=1[C:17]1[N:18]=[CH:19][C:20]([NH2:23])=[N:21][CH:22]=1.Br[C:25]1[CH:30]=[CH:29][CH:28]=[CH:27][C:26]=1[S:31]([C:34]([CH3:38])([CH3:37])[C:35]#[N:36])(=[O:33])=[O:32]. Given the product [NH2:23][C:20]1[N:21]=[CH:22][C:17]([C:3]2[CH:4]=[CH:5][C:6]([C:25]3[CH:30]=[CH:29][CH:28]=[CH:27][C:26]=3[S:31]([C:34]([CH3:38])([CH3:37])[C:35]#[N:36])(=[O:33])=[O:32])=[CH:7][C:2]=2[F:1])=[N:18][CH:19]=1, predict the reactants needed to synthesize it. (3) Given the product [Br:1][C:2]1[C:3]([F:9])=[C:4]([NH:5][S:19]([CH2:16][CH2:17][CH3:18])(=[O:21])=[O:20])[CH:6]=[CH:7][CH:8]=1, predict the reactants needed to synthesize it. The reactants are: [Br:1][C:2]1[C:3]([F:9])=[C:4]([CH:6]=[CH:7][CH:8]=1)[NH2:5].N1C=CC=CC=1.[CH2:16]([S:19](Cl)(=[O:21])=[O:20])[CH2:17][CH3:18].